Dataset: Forward reaction prediction with 1.9M reactions from USPTO patents (1976-2016). Task: Predict the product of the given reaction. (1) Given the reactants [CH:1]1([CH2:4][O:5][C:6]2[N:11]=[C:10]([C:12]([OH:14])=O)[CH:9]=[N:8][C:7]=2[N:15]2[CH2:18][C:17]([F:20])([F:19])[CH2:16]2)[CH2:3][CH2:2]1.[NH:21]1[CH2:26][CH2:25][S:24][CH2:23][CH:22]1[C:27]([NH2:29])=[O:28], predict the reaction product. The product is: [CH:1]1([CH2:4][O:5][C:6]2[N:11]=[C:10]([C:12]([N:21]3[CH2:26][CH2:25][S:24][CH2:23][CH:22]3[C:27]([NH2:29])=[O:28])=[O:14])[CH:9]=[N:8][C:7]=2[N:15]2[CH2:18][C:17]([F:20])([F:19])[CH2:16]2)[CH2:2][CH2:3]1. (2) Given the reactants [CH2:1]1[C:10]2[C:5](=[CH:6][CH:7]=[CH:8][CH:9]=2)[CH2:4][CH2:3][N:2]1[S:11]([C:14]1[CH:21]=[CH:20][C:17]([CH:18]=O)=[CH:16][CH:15]=1)(=[O:13])=[O:12].[C:22]([N:29]1[CH2:34][CH2:33][NH:32][CH2:31][CH2:30]1)([O:24][C:25]([CH3:28])([CH3:27])[CH3:26])=[O:23], predict the reaction product. The product is: [CH2:1]1[C:10]2[C:5](=[CH:6][CH:7]=[CH:8][CH:9]=2)[CH2:4][CH2:3][N:2]1[S:11]([C:14]1[CH:21]=[CH:20][C:17]([CH2:18][N:32]2[CH2:31][CH2:30][N:29]([C:22]([O:24][C:25]([CH3:28])([CH3:27])[CH3:26])=[O:23])[CH2:34][CH2:33]2)=[CH:16][CH:15]=1)(=[O:13])=[O:12]. (3) Given the reactants CS([O:5][CH2:6][C:7]1[CH:12]=[CH:11][C:10]([Br:13])=[C:9]([F:14])[CH:8]=1)(=O)=O.N1C(C)=CC=C[C:16]=1C, predict the reaction product. The product is: [Br:13][C:10]1[CH:11]=[CH:12][C:7]([CH2:6][O:5][CH3:16])=[CH:8][C:9]=1[F:14]. (4) Given the reactants O[C:2]1[C:11]([C:12]([O:14][CH3:15])=[O:13])=[C:10]2[N:5]([CH2:6][CH2:7][CH2:8][CH2:9]2)[C:4](=[O:16])[CH:3]=1.P(Cl)(Cl)([Cl:19])=O.CN(C)C1C=CC=CC=1, predict the reaction product. The product is: [Cl:19][C:2]1[C:11]([C:12]([O:14][CH3:15])=[O:13])=[C:10]2[N:5]([CH2:6][CH2:7][CH2:8][CH2:9]2)[C:4](=[O:16])[CH:3]=1.